Dataset: Forward reaction prediction with 1.9M reactions from USPTO patents (1976-2016). Task: Predict the product of the given reaction. Given the reactants [OH:1][CH:2]1[CH2:7][CH2:6][S:5][CH2:4][CH2:3]1.C(N(CC)CC)C.[C:15](Cl)(=[O:19])[C:16]([CH3:18])=[CH2:17], predict the reaction product. The product is: [C:15]([O:1][CH:2]1[CH2:7][CH2:6][S:5][CH2:4][CH2:3]1)(=[O:19])[C:16]([CH3:18])=[CH2:17].